Dataset: Forward reaction prediction with 1.9M reactions from USPTO patents (1976-2016). Task: Predict the product of the given reaction. (1) Given the reactants [CH3:1][O:2][C:3]1[CH:38]=[C:37]([O:39][CH3:40])[CH:36]=[CH:35][C:4]=1[CH2:5][N:6]1[C:10]2[N:11]=[C:12]([C:15]3[C:23]4[C:18](=[N:19][CH:20]=[C:21]([F:24])[CH:22]=4)[N:17]([CH2:25][C:26]4[CH:31]=[CH:30][CH:29]=[CH:28][C:27]=4[F:32])[N:16]=3)[N:13]=[CH:14][C:9]=2[NH:8][S:7]1(=[O:34])=[O:33].[C:41](=O)([O-])[O-].[Cs+].[Cs+].IC, predict the reaction product. The product is: [CH3:1][O:2][C:3]1[CH:38]=[C:37]([O:39][CH3:40])[CH:36]=[CH:35][C:4]=1[CH2:5][N:6]1[C:10]2[N:11]=[C:12]([C:15]3[C:23]4[C:18](=[N:19][CH:20]=[C:21]([F:24])[CH:22]=4)[N:17]([CH2:25][C:26]4[CH:31]=[CH:30][CH:29]=[CH:28][C:27]=4[F:32])[N:16]=3)[N:13]=[CH:14][C:9]=2[N:8]([CH3:41])[S:7]1(=[O:34])=[O:33]. (2) Given the reactants [CH3:1][C:2]1[C:6]([C:7]([O:9][CH3:10])=[O:8])=[CH:5][NH:4][N:3]=1.C(=O)([O-])[O-].[K+].[K+].[CH2:17](Br)[C:18]1[CH:23]=[CH:22][CH:21]=[CH:20][CH:19]=1.O, predict the reaction product. The product is: [CH2:17]([N:4]1[CH:5]=[C:6]([C:7]([O:9][CH3:10])=[O:8])[C:2]([CH3:1])=[N:3]1)[C:18]1[CH:23]=[CH:22][CH:21]=[CH:20][CH:19]=1.